From a dataset of Catalyst prediction with 721,799 reactions and 888 catalyst types from USPTO. Predict which catalyst facilitates the given reaction. (1) The catalyst class is: 3. Reactant: [NH:1]1[CH2:5][CH2:4][CH:3]([C:6]2[CH:7]=[N:8][CH:9]=[CH:10][CH:11]=2)[CH2:2]1.CN(C(ON1N=NC2C=CC=CC1=2)=[N+](C)C)C.[B-](F)(F)(F)F.C(N(C(C)C)C(C)C)C.[N:43]1[CH:48]=[CH:47][CH:46]=[CH:45][C:44]=1[C:49]1[O:53][N:52]=[CH:51][C:50]=1[C:54](O)=[O:55]. Product: [N:8]1[CH:9]=[CH:10][CH:11]=[C:6]([CH:3]2[CH2:4][CH2:5][N:1]([C:54]([C:50]3[CH:51]=[N:52][O:53][C:49]=3[C:44]3[CH:45]=[CH:46][CH:47]=[CH:48][N:43]=3)=[O:55])[CH2:2]2)[CH:7]=1. (2) Reactant: Br[C:2]1[CH:10]=[CH:9][C:5]2[N:6]=[CH:7][NH:8][C:4]=2[CH:3]=1.[F:11][C:12]1[CH:19]=[CH:18][C:15]([CH2:16][NH2:17])=[CH:14][CH:13]=1.C1(P(C2CCCCC2)C2C=CC=CC=2C2C=CC=CC=2N(C)C)CCCCC1.C[Si]([N-][Si](C)(C)C)(C)C.[Li+].C1COCC1. Product: [F:11][C:12]1[CH:19]=[CH:18][C:15]([CH2:16][NH:17][C:2]2[CH:10]=[CH:9][C:5]3[N:6]=[CH:7][NH:8][C:4]=3[CH:3]=2)=[CH:14][CH:13]=1. The catalyst class is: 110. (3) Reactant: C([O:3][C:4]([CH:6]1[CH2:11][CH2:10][N:9]([C:12]([C:14]2([CH3:17])[CH2:16][CH2:15]2)=[O:13])[CH2:8][CH2:7]1)=[O:5])C.C1COCC1.CCO.O[Li].O. Product: [CH3:17][C:14]1([C:12]([N:9]2[CH2:8][CH2:7][CH:6]([C:4]([OH:5])=[O:3])[CH2:11][CH2:10]2)=[O:13])[CH2:15][CH2:16]1. The catalyst class is: 6. (4) Reactant: C[O:2][C:3](=[O:17])[C:4]1[CH:9]=[C:8]([C:10]2[CH:11]=[N:12][CH:13]=[CH:14][CH:15]=2)[CH:7]=[C:6]([F:16])[CH:5]=1.[OH-].[Na+]. Product: [F:16][C:6]1[CH:5]=[C:4]([CH:9]=[C:8]([C:10]2[CH:11]=[N:12][CH:13]=[CH:14][CH:15]=2)[CH:7]=1)[C:3]([OH:17])=[O:2]. The catalyst class is: 5. (5) Reactant: CO[C:3]([CH:5]1[CH2:10][CH2:9][N:8]([C@H:11]2[CH2:17][CH2:16][CH2:15][N:14]([C:18]([O:20][C:21]([CH3:24])([CH3:23])[CH3:22])=[O:19])[CH2:13][CH2:12]2)[CH2:7][CH2:6]1)=[O:4].[CH2:25]([NH2:29])[CH:26]([CH3:28])[CH3:27].[CH3:30]N(C(ON1N=NC2C=CC=NC1=2)=[N+](C)C)C.F[P-](F)(F)(F)(F)F.CCN(C(C)C)C(C)C. Product: [CH3:27][CH:26]([CH3:28])[CH2:25][N:29]([CH3:30])[C:3]([CH:5]1[CH2:6][CH2:7][N:8]([C@H:11]2[CH2:17][CH2:16][CH2:15][N:14]([C:18]([O:20][C:21]([CH3:23])([CH3:22])[CH3:24])=[O:19])[CH2:13][CH2:12]2)[CH2:9][CH2:10]1)=[O:4]. The catalyst class is: 3. (6) Reactant: [CH2:1]([O:6][C:7](=[O:18])[CH2:8][CH2:9][C:10]([O:12][CH2:13][CH2:14][C:15]#[C:16][CH3:17])=[O:11])CC#CC. Product: [O:6]1[CH2:1][CH2:17][C:16]#[C:15][CH2:14][CH2:13][O:12][C:10](=[O:11])[CH2:9][CH2:8][C:7]1=[O:18]. The catalyst class is: 11. (7) Reactant: CN(C)[CH:3]=[O:4].O=P(Cl)(Cl)[Cl:8].[CH3:11][O:12][C:13]1([CH3:20])[CH2:18][CH2:17][C:16](=O)[CH2:15][CH2:14]1.C([O-])(=O)C.[Na+]. Product: [Cl:8][C:16]1[CH2:17][CH2:18][C:13]([O:12][CH3:11])([CH3:20])[CH2:14][C:15]=1[CH:3]=[O:4]. The catalyst class is: 4.